Predict the reactants needed to synthesize the given product. From a dataset of Full USPTO retrosynthesis dataset with 1.9M reactions from patents (1976-2016). (1) Given the product [Cl:1][C:2]1[N:6]2[CH:7]=[C:8]([C:15]3[CH:19]=[CH:18][O:17][CH:16]=3)[CH:9]=[C:10]([C:11]([F:14])([F:12])[F:13])[C:5]2=[N:4][C:3]=1[C:20]([N:22]1[CH2:23][CH:24]=[C:25]([C:28]2[CH2:29][NH:30][CH:31]=[N:32][CH:33]=2)[CH2:26][CH2:27]1)=[O:21], predict the reactants needed to synthesize it. The reactants are: [Cl:1][C:2]1[N:6]2[CH:7]=[C:8]([C:15]3[CH:19]=[CH:18][O:17][CH:16]=3)[CH:9]=[C:10]([C:11]([F:14])([F:13])[F:12])[C:5]2=[N:4][C:3]=1[C:20]([N:22]1[CH2:27][CH:26]=[C:25]([C:28]2[CH:29]=[N:30][CH:31]=[N:32][CH:33]=2)[CH2:24][CH2:23]1)=[O:21].[SiH](CC)(CC)CC. (2) Given the product [Cl:34][C:26]1[CH:25]=[C:24]([N:23]2[CH2:15][CH2:14][N:13]([C@H:9]([CH2:10][O:11][CH3:12])[CH2:8][CH2:7][C:6]([OH:5])=[O:36])[C:20](=[O:35])[C@@H:21]2[CH3:22])[CH:29]=[CH:28][C:27]=1[C:30]([F:31])([F:32])[F:33], predict the reactants needed to synthesize it. The reactants are: C([O:5][C:6](=[O:36])[CH2:7][CH2:8][C@H:9]([N:13]([C:20](=[O:35])[C@@H:21]([NH:23][C:24]1[CH:29]=[CH:28][C:27]([C:30]([F:33])([F:32])[F:31])=[C:26]([Cl:34])[CH:25]=1)[CH3:22])[CH2:14][CH:15](OC)OC)[CH2:10][O:11][CH3:12])(C)(C)C.FC(F)(F)C(O)=O.C([SiH](CC)CC)C. (3) Given the product [Cl:32][C:33]1[CH:39]=[CH:38][CH:37]=[CH:36][C:34]=1[NH:35][C:18](=[O:20])[CH2:17][CH2:16][C:3]1[C:4]([C:9]2[CH:14]=[CH:13][CH:12]=[CH:11][C:10]=2[Cl:15])=[N:5][C:6]([Br:8])=[CH:7][C:2]=1[Br:1], predict the reactants needed to synthesize it. The reactants are: [Br:1][C:2]1[CH:7]=[C:6]([Br:8])[N:5]=[C:4]([C:9]2[CH:14]=[CH:13][CH:12]=[CH:11][C:10]=2[Cl:15])[C:3]=1[CH2:16][CH2:17][C:18]([OH:20])=O.C[Si](C=[N+]=[N-])(C)C.C[Al](C)C.[Cl:32][C:33]1[CH:39]=[CH:38][CH:37]=[CH:36][C:34]=1[NH2:35].Cl. (4) The reactants are: [Br:1][C:2]1[C:10]2[C:9]([NH2:11])=[CH:8][C:7]([CH3:12])=[N:6][C:5]=2[S:4][C:3]=1[CH3:13].CC(C)([O-])C.[K+].[Cl:20][C:21]1[CH:22]=[C:23]([S:27](Cl)(=[O:29])=[O:28])[CH:24]=[CH:25][CH:26]=1. Given the product [Br:1][C:2]1[C:10]2[C:5](=[N:6][C:7]([CH3:12])=[CH:8][C:9]=2[NH:11][S:27]([C:23]2[CH:24]=[CH:25][CH:26]=[C:21]([Cl:20])[CH:22]=2)(=[O:29])=[O:28])[S:4][C:3]=1[CH3:13], predict the reactants needed to synthesize it. (5) Given the product [NH2:1][C:2]1[N:3]=[C:4]([NH:11][C@H:12]2[CH2:17][CH2:16][C@H:15]([OH:18])[CH2:14][CH2:13]2)[C:5]([NH2:9])=[C:6]([Cl:8])[N:7]=1, predict the reactants needed to synthesize it. The reactants are: [NH2:1][C:2]1[N:7]=[C:6]([Cl:8])[C:5]([NH2:9])=[C:4](Cl)[N:3]=1.[NH2:11][C@H:12]1[CH2:17][CH2:16][C@H:15]([OH:18])[CH2:14][CH2:13]1.C(=O)(O)[O-].[Na+]. (6) Given the product [CH3:1][O:2][C:10]1[CH:11]=[C:12]([C:15]2[CH:16]=[CH:17][C:18]3[C:22]([C:23]4[CH:24]=[N:25][CH:26]=[CH:27][CH:28]=4)=[CH:21][S:20][C:19]=3[CH:29]=2)[CH:13]=[CH:14][CH:9]=1, predict the reactants needed to synthesize it. The reactants are: [C:1](=O)([O-])[O-:2].[Na+].[Na+].Cl.F[C:9]1[CH:14]=[CH:13][C:12]([C:15]2[CH:16]=[CH:17][C:18]3[C:22]([C:23]4[CH:24]=[N:25][CH:26]=[CH:27][CH:28]=4)=[CH:21][S:20][C:19]=3[CH:29]=2)=[CH:11][CH:10]=1.COC1C=C(B(O)O)C=CC=1. (7) Given the product [Br:1][C:2]1[CH:11]=[C:10]2[C:5]([C:6]([Cl:18])=[N:7][CH:8]=[N:9]2)=[CH:4][C:3]=1[N+:13]([O-:15])=[O:14], predict the reactants needed to synthesize it. The reactants are: [Br:1][C:2]1[CH:11]=[C:10]2[C:5]([C:6](O)=[N:7][CH:8]=[N:9]2)=[CH:4][C:3]=1[N+:13]([O-:15])=[O:14].O=P(Cl)(Cl)[Cl:18]. (8) Given the product [CH2:1]([O:3][C:4]([C:6]1[C:7]([CH3:23])=[N:8][C:9]2[C:14]([C:15]=1[NH2:16])=[C:13]([O:17][CH2:18][C:19]([NH:22][C:29]([CH:24]1[CH2:28][CH2:27][CH2:26][CH2:25]1)=[O:30])([CH3:20])[CH3:21])[CH:12]=[CH:11][CH:10]=2)=[O:5])[CH3:2], predict the reactants needed to synthesize it. The reactants are: [CH2:1]([O:3][C:4]([C:6]1[C:7]([CH3:23])=[N:8][C:9]2[C:14]([C:15]=1[NH2:16])=[C:13]([O:17][CH2:18][C:19]([NH2:22])([CH3:21])[CH3:20])[CH:12]=[CH:11][CH:10]=2)=[O:5])[CH3:2].[CH:24]1([C:29](O)=[O:30])[CH2:28][CH2:27][CH2:26][CH2:25]1. (9) Given the product [CH3:27][N:24]([CH2:25][CH2:26][CH2:16][CH2:17][CH3:18])[C:9]([C:6]1[N:7]=[N:8][C:3]([Cl:14])=[CH:4][CH:5]=1)=[O:11], predict the reactants needed to synthesize it. The reactants are: O.O=[C:3]1[NH:8][N:7]=[C:6]([C:9]([OH:11])=O)[CH:5]=[CH:4]1.S(Cl)([Cl:14])=O.[CH2:16](N)[CH2:17][CH2:18]CC.C([N:24]([CH2:27]C)[CH2:25][CH3:26])C.